Task: Predict the reactants needed to synthesize the given product.. Dataset: Full USPTO retrosynthesis dataset with 1.9M reactions from patents (1976-2016) (1) The reactants are: [F:1][C:2]1[CH:7]=[CH:6][C:5]([C@H:8]2[C@H:13]([C:14]([OH:16])=O)[CH2:12][CH2:11][N:10]([CH2:17][CH2:18][C:19]3[CH:24]=[CH:23][CH:22]=[CH:21][CH:20]=3)[CH2:9]2)=[CH:4][CH:3]=1.[Cl:25][C:26]1[CH:34]=[CH:33][C:29]([C:30]([NH2:32])=[S:31])=[CH:28][CH:27]=1.CN(C(ON1N=NC2C=CC=CC1=2)=[N+](C)C)C.F[P-](F)(F)(F)(F)F. Given the product [Cl:25][C:26]1[CH:34]=[CH:33][C:29]([C:30]([NH:32][C:14]([C@@H:13]2[CH2:12][CH2:11][N:10]([CH2:17][CH2:18][C:19]3[CH:24]=[CH:23][CH:22]=[CH:21][CH:20]=3)[CH2:9][C@H:8]2[C:5]2[CH:6]=[CH:7][C:2]([F:1])=[CH:3][CH:4]=2)=[O:16])=[S:31])=[CH:28][CH:27]=1, predict the reactants needed to synthesize it. (2) The reactants are: [CH:1]([C:3]1[NH:7][CH:6]=[C:5]([C:8]([O:10]CC)=[O:9])[C:4]=1[CH3:13])=[O:2].[OH-].[Na+].Cl. Given the product [CH:1]([C:3]1[NH:7][CH:6]=[C:5]([C:8]([OH:10])=[O:9])[C:4]=1[CH3:13])=[O:2], predict the reactants needed to synthesize it.